This data is from Forward reaction prediction with 1.9M reactions from USPTO patents (1976-2016). The task is: Predict the product of the given reaction. (1) Given the reactants [CH3:1][N:2]([CH3:22])[C:3](=[O:21])[C:4](=[O:20])[C:5]1[CH:6]=[N:7][CH:8]=[C:9](B2OC(C)(C)C(C)(C)O2)[CH:10]=1.Br[C:24]1[CH:25]=[C:26]2[C:32]([C:33]3[CH:38]=[CH:37][CH:36]=[CH:35][C:34]=3[O:39][CH3:40])=[CH:31][NH:30][C:27]2=[N:28][CH:29]=1.C([O-])([O-])=O.[Na+].[Na+].O=[N-], predict the reaction product. The product is: [CH3:40][O:39][C:34]1[CH:35]=[CH:36][CH:37]=[CH:38][C:33]=1[C:32]1[C:26]2[C:27](=[N:28][CH:29]=[C:24]([C:9]3[CH:10]=[C:5]([C:4](=[O:20])[C:3]([N:2]([CH3:1])[CH3:22])=[O:21])[CH:6]=[N:7][CH:8]=3)[CH:25]=2)[NH:30][CH:31]=1. (2) Given the reactants [CH:1]1([CH2:4][C:5]([OH:7])=O)[CH2:3][CH2:2]1.Cl.[CH3:9][O:10][C:11](=[O:15])[C@H:12]([CH3:14])[NH2:13], predict the reaction product. The product is: [CH3:9][O:10][C:11](=[O:15])[C@H:12]([CH3:14])[NH:13][C:5](=[O:7])[CH2:4][CH:1]1[CH2:2][CH2:3]1. (3) Given the reactants [NH:1]1[CH:5]=[CH:4][CH:3]=[C:2]1[C:6]([O:8][CH3:9])=[O:7].[Al+3].[Cl-].[Cl-].[Cl-].[CH3:14][O:15]C(Cl)Cl, predict the reaction product. The product is: [CH:14]([C:4]1[CH:3]=[C:2]([C:6]([O:8][CH3:9])=[O:7])[NH:1][CH:5]=1)=[O:15]. (4) Given the reactants [CH2:1]([O:3][C:4](=[O:15])[CH2:5][C:6]1[CH:11]=[CH:10][C:9](B(O)O)=[CH:8][CH:7]=1)[CH3:2].Br[C:17]1[CH:22]=[CH:21][N:20]=[N:19][CH:18]=1.C1(C)C=CC=CC=1.C([O-])([O-])=O.[Na+].[Na+], predict the reaction product. The product is: [N:19]1[CH:18]=[CH:17][C:22]([C:9]2[CH:10]=[CH:11][C:6]([CH2:5][C:4]([O:3][CH2:1][CH3:2])=[O:15])=[CH:7][CH:8]=2)=[CH:21][N:20]=1. (5) Given the reactants [F:1][C:2]1[CH:9]=[CH:8][C:5]([CH2:6][NH2:7])=[CH:4][CH:3]=1.[CH2:10]([O:12][C:13](=[O:16])[CH2:14]Br)[CH3:11], predict the reaction product. The product is: [CH2:10]([O:12][C:13](=[O:16])[CH2:14][NH:7][CH2:6][C:5]1[CH:8]=[CH:9][C:2]([F:1])=[CH:3][CH:4]=1)[CH3:11]. (6) Given the reactants C(OC1C=CC([O:13][C:14]2[C:15]([C:21]#[N:22])=[N:16][C:17]([F:20])=[CH:18][N:19]=2)=CC=1)C1C=CC=CC=1.[N+]([O-])([O-])=O.[Ce+3].[NH4+].[NH4+].[N+]([O-])([O-])=O.[N+]([O-])([O-])=O.[N+]([O-])([O-])=O.[N+]([O-])([O-])=O.C(OCC)(=O)C.S([O-])([O-])(=O)=S.[Na+].[Na+], predict the reaction product. The product is: [F:20][C:17]1[N:16]=[C:15]([C:21]#[N:22])[C:14](=[O:13])[NH:19][CH:18]=1.